From a dataset of Reaction yield outcomes from USPTO patents with 853,638 reactions. Predict the reaction yield, written as a fraction of the theoretical maximum amount of product (1.0 means a 100% yield; for example, 0.34 means a 34% yield). (1) The reactants are [F:1][C:2]([F:15])([C:7]1[CH:14]=[CH:13][C:10]([C:11]#N)=[CH:9][CH:8]=1)[C:3]([F:6])([F:5])[F:4].[OH-:16].[K+].[OH2:18]. The catalyst is C(O)C. The product is [F:1][C:2]([F:15])([C:7]1[CH:14]=[CH:13][C:10]([C:11]([OH:18])=[O:16])=[CH:9][CH:8]=1)[C:3]([F:6])([F:5])[F:4]. The yield is 0.850. (2) The reactants are [CH3:1][C:2]1[O:6][N:5]=[C:4]([C:7]2[CH:12]=[CH:11][CH:10]=[CH:9][CH:8]=2)[C:3]=1[CH2:13][O:14][C:15]1[CH:23]=[CH:22][C:18]([C:19]([OH:21])=O)=[CH:17][N:16]=1.[NH2:24][C:25]1[CH:30]=[CH:29][CH:28]=[CH:27][CH:26]=1. No catalyst specified. The product is [CH3:1][C:2]1[O:6][N:5]=[C:4]([C:7]2[CH:8]=[CH:9][CH:10]=[CH:11][CH:12]=2)[C:3]=1[CH2:13][O:14][C:15]1[CH:23]=[CH:22][C:18]([C:19]([NH:24][C:25]2[CH:30]=[CH:29][CH:28]=[CH:27][CH:26]=2)=[O:21])=[CH:17][N:16]=1. The yield is 0.700. (3) The reactants are [NH:1]1[C:10]2[C:5](=[CH:6][CH:7]=[CH:8][CH:9]=2)[C:4](=[O:11])[CH2:3][CH2:2]1.C(N(CC)CC)C.[C:19]1([CH3:29])[CH:24]=[CH:23][C:22]([S:25](Cl)(=[O:27])=[O:26])=[CH:21][CH:20]=1. The catalyst is ClCCl. The product is [C:19]1([CH3:29])[CH:24]=[CH:23][C:22]([S:25]([N:1]2[C:10]3[C:5](=[CH:6][CH:7]=[CH:8][CH:9]=3)[C:4](=[O:11])[CH2:3][CH2:2]2)(=[O:27])=[O:26])=[CH:21][CH:20]=1. The yield is 0.290. (4) The reactants are O[Li].O.C[O:5][C:6](=[O:25])[C:7]1[CH:12]=[C:11]([N:13]2[CH:17]=[N:16][N:15]=[N:14]2)[CH:10]=[C:9]([C:18]2[CH:23]=[CH:22][C:21]([CH3:24])=[CH:20][N:19]=2)[CH:8]=1. The yield is 0.930. The catalyst is O.C1COCC1. The product is [CH3:24][C:21]1[CH:22]=[CH:23][C:18]([C:9]2[CH:8]=[C:7]([CH:12]=[C:11]([N:13]3[CH:17]=[N:16][N:15]=[N:14]3)[CH:10]=2)[C:6]([OH:25])=[O:5])=[N:19][CH:20]=1. (5) The reactants are [NH2:1][C:2]1[CH:7]=[CH:6][C:5]([CH2:8][C:9]([O:11][CH3:12])=[O:10])=[C:4]([F:13])[C:3]=1[OH:14].[Cl:15][C:16]1[CH:21]=[CH:20][CH:19]=[C:18]([CH3:22])[C:17]=1[N:23]=[C:24]=S. The catalyst is CO. The product is [Cl:15][C:16]1[CH:21]=[CH:20][CH:19]=[C:18]([CH3:22])[C:17]=1[NH:23][C:24]1[O:14][C:3]2[C:4]([F:13])=[C:5]([CH2:8][C:9]([O:11][CH3:12])=[O:10])[CH:6]=[CH:7][C:2]=2[N:1]=1. The yield is 0.950. (6) The product is [Br:1][C:2]1[CH:7]=[CH:6][C:5]([C:8]2[N:29]([C:28]3[CH:30]=[CH:31][C:25]([C:21]([CH3:24])([CH3:23])[CH3:22])=[CH:26][CH:27]=3)[C:11]([C:13]3[CH:18]=[CH:17][C:16]([Br:19])=[CH:15][CH:14]=3)=[CH:10][CH:9]=2)=[CH:4][CH:3]=1. The reactants are [Br:1][C:2]1[CH:7]=[CH:6][C:5]([C:8](=O)[CH2:9][CH2:10][C:11]([C:13]2[CH:18]=[CH:17][C:16]([Br:19])=[CH:15][CH:14]=2)=O)=[CH:4][CH:3]=1.[C:21]([C:25]1[CH:31]=[CH:30][C:28]([NH2:29])=[CH:27][CH:26]=1)([CH3:24])([CH3:23])[CH3:22].C(O)(C(F)(F)F)=O.O. The catalyst is C1(C)C=CC=CC=1.C(OCC)C. The yield is 0.900.